The task is: Predict which catalyst facilitates the given reaction.. This data is from Catalyst prediction with 721,799 reactions and 888 catalyst types from USPTO. (1) Reactant: [F:1][C:2]1[CH:27]=[C:26]([F:28])[CH:25]=[CH:24][C:3]=1[CH2:4][O:5][C:6]1[N:7]=[CH:8][N:9]([C:13]2[CH:14]=[C:15]([CH:20]=[CH:21][C:22]=2[CH3:23])[C:16]([O:18]C)=[O:17])[C:10](=[O:12])[CH:11]=1.[OH-].[Na+]. Product: [F:1][C:2]1[CH:27]=[C:26]([F:28])[CH:25]=[CH:24][C:3]=1[CH2:4][O:5][C:6]1[N:7]=[CH:8][N:9]([C:13]2[CH:14]=[C:15]([CH:20]=[CH:21][C:22]=2[CH3:23])[C:16]([OH:18])=[O:17])[C:10](=[O:12])[CH:11]=1. The catalyst class is: 12. (2) Reactant: [Cl:1][C:2]1[CH:3]=[C:4]([S:10]([N:13]2[CH2:18][CH2:17][CH:16]([NH:19][C:20]3[C:25]([N+:26]([O-])=O)=[CH:24][CH:23]=[CH:22][N:21]=3)[CH2:15][CH2:14]2)(=[O:12])=[O:11])[CH:5]=[CH:6][C:7]=1[O:8][CH3:9].[NH4+].[Cl-]. Product: [Cl:1][C:2]1[CH:3]=[C:4]([S:10]([N:13]2[CH2:18][CH2:17][CH:16]([NH:19][C:20]3[C:25]([NH2:26])=[CH:24][CH:23]=[CH:22][N:21]=3)[CH2:15][CH2:14]2)(=[O:12])=[O:11])[CH:5]=[CH:6][C:7]=1[O:8][CH3:9]. The catalyst class is: 314. (3) Reactant: C([O:3][C:4]([C:6]1[CH:7]=[C:8]([F:33])[C:9]([N:17]2[CH2:25][C@@H:24]3[C@@H:19]([N:20]([C:26]([O:28][C:29]([CH3:32])([CH3:31])[CH3:30])=[O:27])[CH2:21][CH2:22][CH2:23]3)[CH2:18]2)=[C:10]2[C:14]=1[NH:13][C:12]([CH3:15])=[C:11]2[CH3:16])=[O:5])C.[OH-].[Na+].Cl. Product: [C:29]([O:28][C:26]([N:20]1[CH2:21][CH2:22][CH2:23][C@@H:24]2[CH2:25][N:17]([C:9]3[C:8]([F:33])=[CH:7][C:6]([C:4]([OH:5])=[O:3])=[C:14]4[C:10]=3[C:11]([CH3:16])=[C:12]([CH3:15])[NH:13]4)[CH2:18][C@H:19]12)=[O:27])([CH3:32])([CH3:31])[CH3:30]. The catalyst class is: 36. (4) Product: [F:44][C:42]1[CH:43]=[C:38]([CH:39]=[C:40]([F:45])[CH:41]=1)[CH2:37][C@H:18]([NH:17][C:8](=[O:10])[CH3:9])[C@H:19]([OH:36])[CH2:20][NH:21][C@@H:22]1[C:31]2[C:26](=[CH:27][CH:28]=[C:29]([O:32][CH:33]([CH3:34])[CH3:35])[CH:30]=2)[O:25][CH2:24][CH2:23]1. Reactant: C(N(CC)CC)C.[C:8](C1NC=CN=1)(=[O:10])[CH3:9].Cl.[NH2:17][C@@H:18]([CH2:37][C:38]1[CH:43]=[C:42]([F:44])[CH:41]=[C:40]([F:45])[CH:39]=1)[C@H:19]([OH:36])[CH2:20][NH:21][C@@H:22]1[C:31]2[C:26](=[CH:27][CH:28]=[C:29]([O:32][CH:33]([CH3:35])[CH3:34])[CH:30]=2)[O:25][CH2:24][CH2:23]1. The catalyst class is: 2.